Task: Predict the reactants needed to synthesize the given product.. Dataset: Full USPTO retrosynthesis dataset with 1.9M reactions from patents (1976-2016) (1) Given the product [Cl:11][C:10]1[C:6]([CH:4]=[O:5])=[N:7][N:8]([CH:12]([F:13])[F:14])[CH:9]=1, predict the reactants needed to synthesize it. The reactants are: CON(C)[C:4]([C:6]1[C:10]([Cl:11])=[CH:9][N:8]([CH:12]([F:14])[F:13])[N:7]=1)=[O:5].[H-].[H-].[H-].[H-].[Li+].[Al+3]. (2) Given the product [CH3:13][C:6]1([CH3:14])[N:7]([CH3:12])[C:8]([CH3:10])([CH3:11])[CH2:9][N:4]([CH2:3][CH2:2][O:1][CH2:16][CH:18]2[CH2:19][O:20]2)[C:5]1=[O:15], predict the reactants needed to synthesize it. The reactants are: [OH:1][CH2:2][CH2:3][N:4]1[CH2:9][C:8]([CH3:11])([CH3:10])[N:7]([CH3:12])[C:6]([CH3:14])([CH3:13])[C:5]1=[O:15].[CH2:16]([CH:18]1[O:20][CH2:19]1)Cl.[OH-].[Na+]. (3) The reactants are: [NH2:1]N.C1COCC1.C[N:9](C)/[CH:10]=[C:11](\[C:22]1[CH:27]=[CH:26][N:25]=[CH:24][CH:23]=1)/[C:12]([C:14]1[CH:15]=[C:16]([CH:19]=[CH:20][CH:21]=1)[C:17]#[N:18])=O. Given the product [N:25]1[CH:26]=[CH:27][C:22]([C:11]2[C:12]([C:14]3[CH:15]=[C:16]([CH:19]=[CH:20][CH:21]=3)[C:17]#[N:18])=[N:1][NH:9][CH:10]=2)=[CH:23][CH:24]=1, predict the reactants needed to synthesize it. (4) The reactants are: [OH:1][C@@H:2]1[CH2:7][CH2:6][CH2:5][CH2:4][C@H:3]1[O:8][C:9]1[CH:10]=[CH:11][CH:12]=[C:13]2[C:17]=1[C:16](=[O:18])[N:15]([CH2:19][CH:20]1[CH2:25][CH2:24][N:23](C(OC(C)(C)C)=O)[CH2:22][CH2:21]1)[CH2:14]2.Cl. Given the product [OH:1][C@@H:2]1[CH2:7][CH2:6][CH2:5][CH2:4][C@H:3]1[O:8][C:9]1[CH:10]=[CH:11][CH:12]=[C:13]2[C:17]=1[C:16](=[O:18])[N:15]([CH2:19][CH:20]1[CH2:25][CH2:24][NH:23][CH2:22][CH2:21]1)[CH2:14]2, predict the reactants needed to synthesize it. (5) Given the product [Br:1][C:2]1[CH:3]=[C:4]2[C:9](=[C:10]([CH:25]=[O:26])[CH:11]=1)[N:8]([CH2:12][CH2:13][CH2:14][C:15]([O:17][CH2:18][CH3:19])=[O:16])[CH2:7][CH2:6][CH2:5]2, predict the reactants needed to synthesize it. The reactants are: [Br:1][C:2]1[CH:3]=[C:4]2[C:9](=[CH:10][CH:11]=1)[N:8]([CH2:12][CH2:13][CH2:14][C:15]([O:17][CH2:18][CH3:19])=[O:16])[CH2:7][CH2:6][CH2:5]2.[OH-].[Na+].CN([CH:25]=[O:26])C. (6) Given the product [Br:1][C:2]1[CH:7]=[N:6][CH:5]=[C:4]([CH:8]2[CH2:11][O:12][C:15]([CH3:17])([CH3:16])[O:10][CH2:9]2)[CH:3]=1, predict the reactants needed to synthesize it. The reactants are: [Br:1][C:2]1[CH:3]=[C:4]([CH:8]([CH2:11][OH:12])[CH2:9][OH:10])[CH:5]=[N:6][CH:7]=1.CO[C:15](OC)([CH3:17])[CH3:16].CC1C=CC(S(O)(=O)=O)=CC=1.